From a dataset of Peptide-MHC class II binding affinity with 134,281 pairs from IEDB. Regression. Given a peptide amino acid sequence and an MHC pseudo amino acid sequence, predict their binding affinity value. This is MHC class II binding data. The peptide sequence is AVFEAALTKAITAMT. The MHC is DRB3_0101 with pseudo-sequence DRB3_0101. The binding affinity (normalized) is 0.585.